This data is from Forward reaction prediction with 1.9M reactions from USPTO patents (1976-2016). The task is: Predict the product of the given reaction. (1) Given the reactants [CH2:1](O)/[CH:2]=[CH:3]/[CH3:4].C(O[C:9]([O:14]CC)([O:11][CH2:12][CH3:13])[CH3:10])C.C(O)(=O)C, predict the reaction product. The product is: [CH3:4][CH:3]([CH:2]=[CH2:1])[CH2:10][C:9]([O:11][CH2:12][CH3:13])=[O:14]. (2) Given the reactants [CH3:1][N:2]1[C:7]2[N:8]=[CH:9][N:10]=[C:11]([C:12]3[CH:17]=[CH:16][CH:15]=[CH:14][N:13]=3)[C:6]=2[CH2:5][CH:4]=[N:3]1.[BH4-].[Na+].B(O)(O)O, predict the reaction product. The product is: [CH3:1][N:2]1[C:7]2[N:8]=[CH:9][N:10]=[C:11]([C:12]3[CH:17]=[CH:16][CH:15]=[CH:14][N:13]=3)[C:6]=2[CH2:5][CH2:4][NH:3]1. (3) Given the reactants Br[C:2]1[CH:10]=[CH:9][C:8]2[C:4](=[C:5]([CH3:12])[N:6]([CH3:11])[N:7]=2)[CH:3]=1.[Cl:13][C:14]1[CH:28]=[CH:27][C:17]([CH2:18][O:19][C:20]2[CH:25]=[CH:24][NH:23][C:22](=[O:26])[CH:21]=2)=[CH:16][CH:15]=1.C(=O)([O-])[O-].[K+].[K+].CNCCNC.N, predict the reaction product. The product is: [Cl:13][C:14]1[CH:28]=[CH:27][C:17]([CH2:18][O:19][C:20]2[CH:25]=[CH:24][N:23]([C:2]3[CH:10]=[CH:9][C:8]4[C:4](=[C:5]([CH3:12])[N:6]([CH3:11])[N:7]=4)[CH:3]=3)[C:22](=[O:26])[CH:21]=2)=[CH:16][CH:15]=1. (4) The product is: [CH3:1][O:2][C:3](=[O:30])[C:4]1[CH:9]=[CH:8][CH:7]=[C:6]([CH2:10][N:11]([CH:25]2[CH2:29][CH2:28][CH2:27][CH2:26]2)[C:12]2[N:17]=[C:16]([C:18]3[CH:23]=[CH:22][C:21]([O:24][C@H:35]4[CH2:36][CH2:37][C@H:32]([CH3:31])[CH2:33][CH2:34]4)=[CH:20][CH:19]=3)[CH:15]=[CH:14][N:13]=2)[CH:5]=1. Given the reactants [CH3:1][O:2][C:3](=[O:30])[C:4]1[CH:9]=[CH:8][CH:7]=[C:6]([CH2:10][N:11]([CH:25]2[CH2:29][CH2:28][CH2:27][CH2:26]2)[C:12]2[N:17]=[C:16]([C:18]3[CH:23]=[CH:22][C:21]([OH:24])=[CH:20][CH:19]=3)[CH:15]=[CH:14][N:13]=2)[CH:5]=1.[CH3:31][C@@H:32]1[CH2:37][CH2:36][C@H:35](O)[CH2:34][CH2:33]1.C1(P(C2C=CC=CC=2)C2C=CC=CC=2)C=CC=CC=1.N(C(OC(C)C)=O)=NC(OC(C)C)=O, predict the reaction product. (5) Given the reactants Cl.Cl.[CH2:3]([C:10]1[CH:11]=[N:12][C:13]([N:16]2[C@H:21]3[CH2:22][CH2:23][C@@H:17]2[CH2:18][NH:19][CH2:20]3)=[N:14][CH:15]=1)[C:4]1[CH:9]=[CH:8][CH:7]=[CH:6][CH:5]=1.Cl[C:25]1[C:34]2[C:29](=[CH:30][C:31]([O:36][CH3:37])=[C:32]([OH:35])[CH:33]=2)[N:28]=[CH:27][N:26]=1.C(N(CC)CC)C, predict the reaction product. The product is: [CH2:3]([C:10]1[CH:11]=[N:12][C:13]([N:16]2[C@H:21]3[CH2:22][CH2:23][C@@H:17]2[CH2:18][N:19]([C:25]2[C:34]4[C:29](=[CH:30][C:31]([O:36][CH3:37])=[C:32]([OH:35])[CH:33]=4)[N:28]=[CH:27][N:26]=2)[CH2:20]3)=[N:14][CH:15]=1)[C:4]1[CH:5]=[CH:6][CH:7]=[CH:8][CH:9]=1. (6) The product is: [CH3:6][O:5][C:3](=[O:4])[CH2:2][N:35]1[CH:36]([CH3:38])[CH2:37][C:29]2[C:28]([O:27][C:23]3[CH:22]=[C:21]4[C:26](=[CH:25][CH:24]=3)[N:18]([C:16](=[O:17])[NH:15][C:11]3[CH:12]=[CH:13][CH:14]=[C:9]([C:8]([F:7])([F:39])[F:40])[CH:10]=3)[CH:19]=[CH:20]4)=[N:33][CH:32]=[N:31][C:30]=2[CH2:34]1. Given the reactants Br[CH2:2][C:3]([O:5][CH3:6])=[O:4].[F:7][C:8]([F:40])([F:39])[C:9]1[CH:10]=[C:11]([NH:15][C:16]([N:18]2[C:26]3[C:21](=[CH:22][C:23]([O:27][C:28]4[C:29]5[CH2:37][CH:36]([CH3:38])[NH:35][CH2:34][C:30]=5[N:31]=[CH:32][N:33]=4)=[CH:24][CH:25]=3)[CH:20]=[CH:19]2)=[O:17])[CH:12]=[CH:13][CH:14]=1, predict the reaction product. (7) Given the reactants [C:1]([C:3]1[CH:42]=[CH:41][C:6]2[N:7](COCC[Si](C)(C)C)[C:8]([CH:10](O)[C:11]3[C:19]([O:20][CH:21]([F:23])[F:22])=[CH:18][C:17]([CH3:24])=[C:16]4[C:12]=3[CH:13]=[CH:14][N:15]4C(OC(C)(C)C)=O)=[N:9][C:5]=2[CH:4]=1)#[N:2].[C:43](C1C=CC2N=C(C(O)C3C(OC(F)F)=CC(C)=C4C=3C=CN4C(OC(C)(C)C)=O)N(COCC[Si](C)(C)C)C=2C=1)#[N:44].CN.CCCC[N+](CCCC)(CCCC)CCCC.[F-], predict the reaction product. The product is: [F:23][CH:21]([F:22])[O:20][C:19]1[C:11]([CH:10]([NH:44][CH3:43])[C:8]2[NH:7][C:6]3[CH:41]=[CH:42][C:3]([C:1]#[N:2])=[CH:4][C:5]=3[N:9]=2)=[C:12]2[C:16](=[C:17]([CH3:24])[CH:18]=1)[NH:15][CH:14]=[CH:13]2. (8) Given the reactants [N:1]1[CH:6]=[CH:5][C:4]([O:7][CH:8]2[CH2:13][CH2:12][N:11]([C:14]([O:16][C:17]([CH3:20])([CH3:19])[CH3:18])=[O:15])[CH2:10][CH2:9]2)=[CH:3][CH:2]=1.[CH:21]([I:24])([CH3:23])[CH3:22], predict the reaction product. The product is: [I-:24].[C:17]([O:16][C:14]([N:11]1[CH2:12][CH2:13][CH:8]([O:7][C:4]2[CH:3]=[CH:2][N+:1]([CH:21]([CH3:23])[CH3:22])=[CH:6][CH:5]=2)[CH2:9][CH2:10]1)=[O:15])([CH3:20])([CH3:19])[CH3:18]. (9) Given the reactants [CH3:1][N:2]([CH3:20])[C:3]1[CH:8]=[C:7]([CH2:9]O)[N:6]=[C:5]([C:11]2[CH:16]=[C:15]([N:17]([CH3:19])[CH3:18])[CH:14]=[CH:13][N:12]=2)[CH:4]=1.S(Cl)([Cl:23])=O, predict the reaction product. The product is: [Cl:23][CH2:9][C:7]1[N:6]=[C:5]([C:11]2[CH:16]=[C:15]([N:17]([CH3:19])[CH3:18])[CH:14]=[CH:13][N:12]=2)[CH:4]=[C:3]([N:2]([CH3:20])[CH3:1])[CH:8]=1. (10) Given the reactants C(N(CC)CC)C.[NH2:8][CH2:9][CH2:10][CH2:11][N:12]1[C:20]2[C:19]([CH3:21])=[C:18]([CH3:22])[N:17]=[C:16]([NH2:23])[C:15]=2[N:14]=[C:13]1[CH3:24].[C:25](Cl)(=[O:29])[CH:26]([CH3:28])[CH3:27], predict the reaction product. The product is: [NH2:23][C:16]1[C:15]2[N:14]=[C:13]([CH3:24])[N:12]([CH2:11][CH2:10][CH2:9][NH:8][C:25](=[O:29])[CH:26]([CH3:28])[CH3:27])[C:20]=2[C:19]([CH3:21])=[C:18]([CH3:22])[N:17]=1.